Dataset: Full USPTO retrosynthesis dataset with 1.9M reactions from patents (1976-2016). Task: Predict the reactants needed to synthesize the given product. (1) Given the product [Cl:19][C:7]1[CH:6]=[C:5]2[C:10]([C:11]([C:12]3[CH:17]=[CH:16][C:15]([F:18])=[CH:14][CH:13]=3)=[C:2]([CH:22]=[CH2:23])[C:3]([CH3:21])([CH3:20])[O:4]2)=[CH:9][CH:8]=1, predict the reactants needed to synthesize it. The reactants are: Br[C:2]1[C:3]([CH3:21])([CH3:20])[O:4][C:5]2[C:10]([C:11]=1[C:12]1[CH:17]=[CH:16][C:15]([F:18])=[CH:14][CH:13]=1)=[CH:9][CH:8]=[C:7]([Cl:19])[CH:6]=2.[CH2:22]([Sn](CCCC)(CCCC)C=C)[CH2:23]CC.[F-].[K+]. (2) Given the product [CH3:14][N:12]([CH3:13])[C:9]1[CH:8]=[C:5]2[C:4](=[CH:11][CH:10]=1)[N:3]=[C:2](/[CH:1]=[CH:21]/[C:20]1[CH:19]=[C:18]([CH3:23])[N:17]([C:24]3[CH:29]=[CH:28][CH:27]=[CH:26][CH:25]=3)[C:16]=1[CH3:15])[CH:7]=[CH:6]2, predict the reactants needed to synthesize it. The reactants are: [CH3:1][C:2]1[CH:7]=[CH:6][C:5]2[CH:8]=[C:9]([N:12]([CH3:14])[CH3:13])[CH:10]=[CH:11][C:4]=2[N:3]=1.[CH3:15][C:16]1[N:17]([C:24]2[CH:29]=[CH:28][CH:27]=[CH:26][CH:25]=2)[C:18]([CH3:23])=[CH:19][C:20]=1[CH:21]=O.